Dataset: Forward reaction prediction with 1.9M reactions from USPTO patents (1976-2016). Task: Predict the product of the given reaction. Given the reactants [I-].C[N+]1C=CN([C:8](=[O:30])/[N:9]=[C:10]2\[S:11][C:12]([CH3:29])=[CH:13][N:14]\2[C:15]2[CH:28]=[CH:27][C:18]3[O:19][C:20]([F:26])([F:25])[C:21]([F:24])([F:23])[O:22][C:17]=3[CH:16]=2)C=1.[NH:31]1[CH2:35][CH2:34][C@H:33]([OH:36])[CH2:32]1.CCN(C(C)C)C(C)C, predict the reaction product. The product is: [OH:36][C@H:33]1[CH2:34][CH2:35][N:31]([C:8](/[N:9]=[C:10]2\[S:11][C:12]([CH3:29])=[CH:13][N:14]\2[C:15]2[CH:28]=[CH:27][C:18]3[O:19][C:20]([F:26])([F:25])[C:21]([F:23])([F:24])[O:22][C:17]=3[CH:16]=2)=[O:30])[CH2:32]1.